Dataset: Forward reaction prediction with 1.9M reactions from USPTO patents (1976-2016). Task: Predict the product of the given reaction. (1) Given the reactants Br[C:2]1[C:18]([O:19][CH3:20])=[CH:17][C:5]2[NH:6][C:7](=[O:16])[C:8]3[CH:14]=[CH:13][C:12]([Cl:15])=[CH:11][C:9]=3[NH:10][C:4]=2[CH:3]=1.[C:21]([O:25][CH3:26])(=[O:24])[CH:22]=[CH2:23].CCN(CC)CC, predict the reaction product. The product is: [Cl:15][C:12]1[CH:13]=[CH:14][C:8]2[C:7](=[O:16])[NH:6][C:5]3[CH:17]=[C:18]([O:19][CH3:20])[C:2]([CH:23]=[CH:22][C:21]([O:25][CH3:26])=[O:24])=[CH:3][C:4]=3[NH:10][C:9]=2[CH:11]=1. (2) The product is: [CH3:24][S:21]([C:16]1[CH:17]=[CH:18][CH:19]=[CH:20][C:15]=1[S:12]([NH:11][C:8]1[CH:9]=[C:10]2[C:5](=[CH:6][CH:7]=1)[NH:4][N:3]=[C:2]2[C:32]1[C:41]2[C:36](=[CH:37][CH:38]=[CH:39][CH:40]=2)[CH:35]=[CH:34][CH:33]=1)(=[O:14])=[O:13])(=[O:22])=[O:23]. Given the reactants I[C:2]1[C:10]2[C:5](=[CH:6][CH:7]=[C:8]([NH:11][S:12]([C:15]3[CH:20]=[CH:19][CH:18]=[CH:17][C:16]=3[S:21]([CH3:24])(=[O:23])=[O:22])(=[O:14])=[O:13])[CH:9]=2)[N:4](C(OC(C)(C)C)=O)[N:3]=1.[C:32]1(B(O)O)[C:41]2[C:36](=[CH:37][CH:38]=[CH:39][CH:40]=2)[CH:35]=[CH:34][CH:33]=1.C(=O)([O-])O.[Na+], predict the reaction product. (3) Given the reactants ClC1C=CC(CCl)=CN=1.COC(=O)COC1C=C(OC)C(S)=CC=1C.C[O:27][C:28](=[O:58])[CH2:29][O:30][C:31]1[CH:36]=[C:35]([O:37][CH3:38])[C:34]([S:39][CH2:40][C:41]2[CH:42]=[N:43][C:44]([C:47]3[CH:52]=[CH:51][C:50]([C:53]([F:56])([F:55])[F:54])=[CH:49][CH:48]=3)=[CH:45][CH:46]=2)=[CH:33][C:32]=1[CH3:57], predict the reaction product. The product is: [CH3:38][O:37][C:35]1[C:34]([S:39][CH2:40][C:41]2[CH:42]=[N:43][C:44]([C:47]3[CH:48]=[CH:49][C:50]([C:53]([F:56])([F:55])[F:54])=[CH:51][CH:52]=3)=[CH:45][CH:46]=2)=[CH:33][C:32]([CH3:57])=[C:31]([CH:36]=1)[O:30][CH2:29][C:28]([OH:58])=[O:27]. (4) Given the reactants Br[C:2]1[C:7]([CH:8]=[O:9])=[C:6]([F:10])[C:5]([O:11][CH2:12][CH:13]2[CH2:18][CH2:17][CH:16]([CH2:19][CH2:20][CH3:21])[CH2:15][CH2:14]2)=[CH:4][CH:3]=1.[CH2:22]([O:24][C:25]1[CH:30]=[CH:29][C:28](B(O)O)=[C:27]([CH:34]=[O:35])[C:26]=1[F:36])[CH3:23].C(=O)([O-])[O-].[K+].[K+].C1(C)C=CC=CC=1, predict the reaction product. The product is: [CH2:22]([O:24][C:25]1[C:26]([F:36])=[C:27]([CH:34]=[O:35])[C:28]([C:2]2[C:7]([CH:8]=[O:9])=[C:6]([F:10])[C:5]([O:11][CH2:12][CH:13]3[CH2:18][CH2:17][CH:16]([CH2:19][CH2:20][CH3:21])[CH2:15][CH2:14]3)=[CH:4][CH:3]=2)=[CH:29][CH:30]=1)[CH3:23]. (5) Given the reactants CON(C)[C:4]([C:6]1[CH:7]=[CH:8][C:9]2[O:13][C:12]([CH2:14][CH2:15][N:16]3[CH2:20][CH2:19][CH2:18][C@H:17]3[CH3:21])=[CH:11][C:10]=2[CH:22]=1)=[O:5].[Cl:24][C:25]1[CH:30]=[CH:29][C:28]([Mg]Br)=[CH:27][CH:26]=1, predict the reaction product. The product is: [Cl:24][C:25]1[CH:30]=[CH:29][C:28]([C:4]([C:6]2[CH:7]=[CH:8][C:9]3[O:13][C:12]([CH2:14][CH2:15][N:16]4[CH2:20][CH2:19][CH2:18][C@H:17]4[CH3:21])=[CH:11][C:10]=3[CH:22]=2)=[O:5])=[CH:27][CH:26]=1. (6) Given the reactants [C:1]([O:5][C:6](=[O:35])[NH:7][CH2:8][CH2:9][CH2:10][CH2:11][C@H:12]([NH:24][C:25]([O:27][CH2:28][C:29]1[CH:34]=[CH:33][CH:32]=[CH:31][CH:30]=1)=[O:26])[CH:13]([C:15]1[S:16][C:17]2[CH:23]=[CH:22][CH:21]=[CH:20][C:18]=2[N:19]=1)[OH:14])([CH3:4])([CH3:3])[CH3:2].CC(OI1(OC(C)=O)(OC(C)=O)OC(=O)C2C=CC=CC1=2)=O, predict the reaction product. The product is: [CH2:28]([O:27][C:25](=[O:26])[NH:24][C@H:12]([C:13]([C:15]1[S:16][C:17]2[CH:23]=[CH:22][CH:21]=[CH:20][C:18]=2[N:19]=1)=[O:14])[CH2:11][CH2:10][CH2:9][CH2:8][NH:7][C:6]([O:5][C:1]([CH3:4])([CH3:3])[CH3:2])=[O:35])[C:29]1[CH:34]=[CH:33][CH:32]=[CH:31][CH:30]=1. (7) Given the reactants [H-].[Na+].[CH3:3][C:4]1[CH:8]=[C:7]([CH3:9])[NH:6][N:5]=1.Cl[C:11]1[C:16]([C:17]2[CH:22]=[CH:21][C:20]([Cl:23])=[CH:19][CH:18]=2)=[C:15]([CH3:24])[N:14]=[N:13][C:12]=1[CH3:25].C(OCC)(=O)C, predict the reaction product. The product is: [Cl:23][C:20]1[CH:19]=[CH:18][C:17]([C:16]2[C:11]([N:5]3[C:4]([CH3:3])=[CH:8][C:7]([CH3:9])=[N:6]3)=[C:12]([CH3:25])[N:13]=[N:14][C:15]=2[CH3:24])=[CH:22][CH:21]=1. (8) Given the reactants [CH2:1]([CH:8]1[CH2:13][N:12]([CH3:14])[CH2:11][CH2:10][N:9]1[C:15](OC(C)(C)C)=O)[C:2]1[CH:7]=[CH:6][CH:5]=[CH:4][CH:3]=1.BrC[CH2:24][CH2:25][N:26]1[C:34]([O:35]C)=[N:33][C:32]2[C:27]1=[N:28][C:29]([O:38][CH2:39][CH2:40][CH2:41][CH3:42])=[N:30][C:31]=2[NH2:37].[I-].[K+].C(=O)([O-])[O-].[K+].[K+], predict the reaction product. The product is: [CH2:1]([CH:8]1[CH2:13][N:12]([CH3:14])[CH2:11][CH2:10][N:9]1[CH:15]([CH2:8][CH2:1][CH2:2][CH3:3])[CH2:24][CH2:25][N:26]1[C:34](=[O:35])[NH:33][C:32]2[C:27]1=[N:28][C:29]([O:38][CH2:39][CH2:40][CH2:41][CH3:42])=[N:30][C:31]=2[NH2:37])[C:2]1[CH:3]=[CH:4][CH:5]=[CH:6][CH:7]=1. (9) Given the reactants [NH2:1][C:2]1[C:7]([CH3:8])=[CH:6][N:5]=[C:4]([Cl:9])[CH:3]=1.[OH:10][C:11]1[CH:16]=[C:15]([CH3:17])[O:14][C:13](=O)[CH:12]=1.[Cl-].[Li+].CO, predict the reaction product. The product is: [Cl:9][C:4]1[CH:3]=[C:2]([N:1]2[C:15]([CH3:17])=[CH:16][C:11]([OH:10])=[CH:12][C:13]2=[O:14])[C:7]([CH3:8])=[CH:6][N:5]=1.